This data is from Full USPTO retrosynthesis dataset with 1.9M reactions from patents (1976-2016). The task is: Predict the reactants needed to synthesize the given product. (1) The reactants are: [H-].[CH2:2]([Al+]CC(C)C)[CH:3](C)C.[O:11]1[CH2:16][CH2:15][CH2:14][CH2:13][CH:12]1[N:17]1[C:21]([C:22]([O-:24])=[O:23])=[CH:20][C:19]([C:25]([O-:27])=O)=[N:18]1. Given the product [OH:27][CH2:25][C:19]1[CH:20]=[C:21]([C:22]([O:24][CH2:2][CH3:3])=[O:23])[N:17]([CH:12]2[CH2:13][CH2:14][CH2:15][CH2:16][O:11]2)[N:18]=1, predict the reactants needed to synthesize it. (2) Given the product [C:2]([O:6][C:7](=[O:10])[CH2:8][NH:9][C:11](=[O:16])[CH2:12][CH2:13][CH2:14][CH3:15])([CH3:5])([CH3:4])[CH3:3], predict the reactants needed to synthesize it. The reactants are: Cl.[C:2]([O:6][C:7](=[O:10])[CH2:8][NH2:9])([CH3:5])([CH3:4])[CH3:3].[C:11](O)(=[O:16])[CH2:12][CH2:13][CH2:14][CH3:15].ON1C2C=CC=CC=2N=N1. (3) Given the product [F:19][C:14]1[CH:13]=[C:12]([CH2:11][C@H:10]([NH:20][C:21](=[O:43])[C:22]2[CH:27]=[CH:26][CH:25]=[C:24]([C:33]([NH:35][CH:36]([C:37]3[CH:65]=[CH:63][CH:64]=[CH:39][CH:38]=3)[CH3:40])=[O:34])[CH:23]=2)[C@H:9]([OH:8])[C@H:44]2[CH2:48][C@@H:47]([O:49][CH2:50][CH2:51][CH3:52])[CH2:46][NH:45]2)[CH:17]=[C:16]([F:18])[CH:15]=1, predict the reactants needed to synthesize it. The reactants are: [Si]([O:8][C@H:9]([C@H:44]1[CH2:48][C@@H:47]([O:49][CH2:50][CH2:51][CH3:52])[CH2:46][N:45]1C(OC(C)(C)C)=O)[C@@H:10]([NH:20][C:21](=[O:43])[C:22]1[CH:27]=[C:26](C2OC=CN=2)[CH:25]=[C:24]([C:33]([N:35]2[CH2:39][CH2:38][CH2:37][C@@H:36]2[CH2:40]OC)=[O:34])[CH:23]=1)[CH2:11][C:12]1[CH:17]=[C:16]([F:18])[CH:15]=[C:14]([F:19])[CH:13]=1)(C(C)(C)C)(C)C.[Si](O[C@H]([C@H]1C[C@@H](OCCC)CN1C(OC(C)(C)C)=O)[C@@H](NC(=O)C1C=CC=C(C(=O)N)C=1)CC1C=C(F)C=C(F)C=1)([C:63](C)([CH3:65])[CH3:64])(C)C.C(OC(N1C[C@H](OCCC)C[C@@H]1[C@@H](O[Si](C(C)(C)C)(C)C)[C@@H](NC(C1C=C(C=CC=1)C(O)=O)=O)CC1C=C(F)C=C(F)C=1)=O)(C)(C)C.CCN(C(C)C)C(C)C.CN(C(ON1N=NC2C=CC=NC1=2)=[N+](C)C)C.F[P-](F)(F)(F)(F)F.C1(C(N)C)C=CC=CC=1. (4) The reactants are: [CH3:1][N:2]([CH3:28])[CH2:3][CH2:4][C:5]1[C:13]2[C:8](=[CH:9][CH:10]=[C:11](/[CH:14]=[CH:15]/[C:16]([NH:18][CH2:19][C:20]3[CH:25]=[CH:24][C:23]([O:26][CH3:27])=[CH:22][CH:21]=3)=[O:17])[CH:12]=2)[NH:7][CH:6]=1.[C:29]([O-])([O-])=O.[K+].[K+].[I:35][CH2:36][CH2:37][CH2:38]C. Given the product [I-:35].[CH3:27][O:26][C:23]1[CH:24]=[CH:25][C:20]([CH2:19][NH:18][C:16](=[O:17])/[CH:15]=[CH:14]/[C:11]2[CH:12]=[C:13]3[C:8](=[CH:9][CH:10]=2)[NH:7][CH:6]=[C:5]3[CH2:4][CH2:3][N+:2]([CH3:29])([CH3:1])[CH2:28][CH2:36][CH2:37][CH3:38])=[CH:21][CH:22]=1, predict the reactants needed to synthesize it. (5) Given the product [Si:3]([O:10][CH2:11][C@H:12]1[CH2:16][NH:15][C:14](=[O:25])[CH2:13]1)([C:6]([CH3:9])([CH3:8])[CH3:7])([CH3:5])[CH3:4], predict the reactants needed to synthesize it. The reactants are: [Na].N.[Si:3]([O:10][CH2:11][C@H:12]1[CH2:16][N:15]([C@@H](C2C=CC=CC=2)C)[C:14](=[O:25])[CH2:13]1)([C:6]([CH3:9])([CH3:8])[CH3:7])([CH3:5])[CH3:4].[Cl-].[NH4+].